From a dataset of Forward reaction prediction with 1.9M reactions from USPTO patents (1976-2016). Predict the product of the given reaction. (1) The product is: [Cl:1][C:2]1[C:31]([Cl:32])=[CH:30][C:5]2[N:6]=[C:7]([C:9]3[N:10]([CH3:26])[C:11]4[C:16]([CH:17]=3)=[CH:15][C:14]([CH:18]=[C:19]3[S:23][C:22](=[O:24])[NH:21][C:20]3=[O:25])=[CH:13][CH:12]=4)[NH:8][C:4]=2[CH:3]=1. Given the reactants [Cl:1][C:2]1[C:31]([Cl:32])=[CH:30][C:5]2[N:6](COC)[C:7]([C:9]3[N:10]([CH3:26])[C:11]4[C:16]([CH:17]=3)=[CH:15][C:14]([CH:18]=[C:19]3[S:23][C:22](=[O:24])[NH:21][C:20]3=[O:25])=[CH:13][CH:12]=4)=[N:8][C:4]=2[CH:3]=1.Cl.[OH-].[Na+], predict the reaction product. (2) Given the reactants [CH3:1][O:2][C:3](=[O:9])[C:4]([CH3:8])=[CH:5][CH2:6][CH3:7].[Br:10]N1C(=O)CCC1=O, predict the reaction product. The product is: [CH3:1][O:2][C:3](=[O:9])[C:4]([CH3:8])=[CH:5][CH:6]([Br:10])[CH3:7]. (3) Given the reactants Br[C:2]1[S:3][C:4]([Br:7])=[CH:5][N:6]=1.Cl.[CH3:9][CH:10]1[CH2:14][CH2:13][NH:12][CH2:11]1.C([O-])([O-])=O.[K+].[K+], predict the reaction product. The product is: [Br:7][C:4]1[S:3][C:2]([N:12]2[CH2:13][CH2:14][CH:10]([CH3:9])[CH2:11]2)=[N:6][CH:5]=1. (4) Given the reactants [O:1]1[C:7]2[CH:8]=[CH:9][C:10]([C:12]3[CH:13]=[CH:14][C:15]([NH2:18])=[N:16][CH:17]=3)=[CH:11][C:6]=2[CH2:5][NH:4][CH2:3][CH2:2]1.C(N(CC)CC)C.[F:26][C:27]1[C:28]([CH3:40])=[C:29]([CH:33]=[CH:34][C:35]=1[S:36]([CH3:39])(=[O:38])=[O:37])[C:30](Cl)=[O:31], predict the reaction product. The product is: [NH2:18][C:15]1[N:16]=[CH:17][C:12]([C:10]2[CH:9]=[CH:8][C:7]3[O:1][CH2:2][CH2:3][N:4]([C:30]([C:29]4[CH:33]=[CH:34][C:35]([S:36]([CH3:39])(=[O:38])=[O:37])=[C:27]([F:26])[C:28]=4[CH3:40])=[O:31])[CH2:5][C:6]=3[CH:11]=2)=[CH:13][CH:14]=1. (5) Given the reactants [Cl:1][C:2]1[C:10]([O:11][CH3:12])=[C:9]([O:13][CH3:14])[CH:8]=[C:7]2[C:3]=1[CH2:4][CH2:5][C:6]2=[O:15].C([O:20][N:21]=O)CCC, predict the reaction product. The product is: [Cl:1][C:2]1[C:10]([O:11][CH3:12])=[C:9]([O:13][CH3:14])[CH:8]=[C:7]2[C:3]=1[CH2:4][C:5](=[N:21][OH:20])[C:6]2=[O:15]. (6) Given the reactants C(OC(=O)[NH:7][C@H:8]1[CH2:11][C@H:10]([N:12]2[C:16]3=[N:17][CH:18]=[C:19]([Br:21])[N:20]=[C:15]3[N:14]([CH:22]3[CH2:24][CH2:23]3)[C:13]2=[O:25])[CH2:9]1)(C)(C)C.[ClH:27], predict the reaction product. The product is: [ClH:27].[NH2:7][C@H:8]1[CH2:11][C@H:10]([N:12]2[C:16]3=[N:17][CH:18]=[C:19]([Br:21])[N:20]=[C:15]3[N:14]([CH:22]3[CH2:23][CH2:24]3)[C:13]2=[O:25])[CH2:9]1. (7) Given the reactants O1CCCC1.[CH:6]1[C:15]2[CH2:14][CH2:13][CH2:12][CH2:11][C:10]=2[CH:9]=[CH:8][N:7]=1.CC(C)([O-])C.[K+].[N:22](OC(C)(C)C)=[O:23], predict the reaction product. The product is: [CH:6]1[C:15]2[CH2:14][CH2:13][CH2:12][C:11](=[N:22][OH:23])[C:10]=2[CH:9]=[CH:8][N:7]=1. (8) Given the reactants C(OC([NH:8][C@H:9]([CH2:12][O:13][CH2:14][C:15]1[CH:20]=[CH:19][CH:18]=[C:17]([C:21]2[N:25]([CH2:26][CH2:27][C:28]#[N:29])[N:24]=[N:23][N:22]=2)[CH:16]=1)[C:10]#[N:11])=O)(C)(C)C, predict the reaction product. The product is: [NH2:8][C@H:9]([CH2:12][O:13][CH2:14][C:15]1[CH:20]=[CH:19][CH:18]=[C:17]([C:21]2[N:25]([CH2:26][CH2:27][C:28]#[N:29])[N:24]=[N:23][N:22]=2)[CH:16]=1)[C:10]#[N:11].